This data is from Full USPTO retrosynthesis dataset with 1.9M reactions from patents (1976-2016). The task is: Predict the reactants needed to synthesize the given product. (1) Given the product [Cl:1][C:2]1[C:3]([C:25]([NH2:29])=[O:27])=[N:4][C:5]([C:9]2[CH:14]=[CH:13][CH:12]=[C:11]([C:15]#[C:16][C@:17]3([OH:24])[CH2:21][CH2:20][N:19]([CH3:22])[C:18]3=[O:23])[CH:10]=2)=[C:6]([F:8])[CH:7]=1, predict the reactants needed to synthesize it. The reactants are: [Cl:1][C:2]1[C:3]([C:25]([O:27]C)=O)=[N:4][C:5]([C:9]2[CH:14]=[CH:13][CH:12]=[C:11]([C:15]#[C:16][C@:17]3([OH:24])[CH2:21][CH2:20][N:19]([CH3:22])[C:18]3=[O:23])[CH:10]=2)=[C:6]([F:8])[CH:7]=1.[NH3:29]. (2) Given the product [C:1]12([C:11]3[N:15]4[C:14]([S:21][CH2:19][CH2:18][CH2:17][CH2:16]4)=[N:13][N:12]=3)[CH2:10][CH:5]3[CH2:6][CH:7]([CH2:9][CH:3]([CH2:4]3)[CH2:2]1)[CH2:8]2, predict the reactants needed to synthesize it. The reactants are: [C:1]12([C:11]3[N:15]([CH2:16][CH2:17][CH2:18][CH2:19]O)[C:14]([SH:21])=[N:13][N:12]=3)[CH2:10][CH:5]3[CH2:6][CH:7]([CH2:9][CH:3]([CH2:4]3)[CH2:2]1)[CH2:8]2.C([O-])([O-])=O.[Na+].[Na+]. (3) Given the product [NH2:1][C:2]1[N:7]=[N:6][C:5]([CH2:8][CH2:9][CH2:10][CH2:11][N:12]2[CH:16]=[C:15]([C:17]([O:19][C:20]([CH3:23])([CH3:22])[CH3:21])=[O:18])[N:14]=[N:13]2)=[CH:4][C:3]=1[C:33]#[C:32][C:34]1[CH:39]=[CH:38][CH:37]=[CH:36][C:35]=1[F:40], predict the reactants needed to synthesize it. The reactants are: [NH2:1][C:2]1[N:7]=[N:6][C:5]([CH2:8][CH2:9][CH2:10][CH2:11][N:12]2[CH:16]=[C:15]([C:17]([O:19][C:20]([CH3:23])([CH3:22])[CH3:21])=[O:18])[N:14]=[N:13]2)=[CH:4][C:3]=1Br.C(N(CC)CC)C.[C:32]([C:34]1[CH:39]=[CH:38][CH:37]=[CH:36][C:35]=1[F:40])#[CH:33]. (4) Given the product [CH3:1][C:2]1[CH:11]=[CH:10][C:9]2[C:4](=[CH:5][CH:6]=[CH:7][C:8]=2[N:12]2[CH2:13][CH2:14][N:15]([CH2:18][CH2:19][C:20]3[CH:21]=[C:22]([NH:23][C:34](=[O:35])[CH2:33][C:27]4[CH:32]=[CH:31][CH:30]=[CH:29][CH:28]=4)[CH:24]=[CH:25][CH:26]=3)[CH2:16][CH2:17]2)[N:3]=1, predict the reactants needed to synthesize it. The reactants are: [CH3:1][C:2]1[CH:11]=[CH:10][C:9]2[C:4](=[CH:5][CH:6]=[CH:7][C:8]=2[N:12]2[CH2:17][CH2:16][N:15]([CH2:18][CH2:19][C:20]3[CH:21]=[C:22]([CH:24]=[CH:25][CH:26]=3)[NH2:23])[CH2:14][CH2:13]2)[N:3]=1.[C:27]1([CH2:33][C:34](Cl)=[O:35])[CH:32]=[CH:31][CH:30]=[CH:29][CH:28]=1. (5) Given the product [ClH:1].[Cl:1][C:2]1[CH:7]=[CH:6][CH:5]=[CH:4][C:3]=1[C:8]([CH:10]1[CH2:11][CH2:12][NH:13][CH2:14][CH2:15]1)=[O:9], predict the reactants needed to synthesize it. The reactants are: [Cl:1][C:2]1[CH:7]=[CH:6][CH:5]=[CH:4][C:3]=1[C:8]([CH:10]1[CH2:15][CH2:14][N:13](C(OC(C)(C)C)=O)[CH2:12][CH2:11]1)=[O:9].Cl.O1CCOCC1. (6) Given the product [Cl:1][C:2]1[CH:3]=[C:4]2[C:8](=[CH:9][CH:10]=1)[N:7]([CH2:11][C:12]([OH:14])=[O:13])[C:6](=[O:19])[C:5]12[C:23](=[O:24])[N:22]([CH2:28][C:29]2[C:30]([C:40]3[CH:45]=[CH:44][CH:43]=[CH:42][CH:41]=3)=[N:31][N:32]([C:34]3[CH:39]=[CH:38][CH:37]=[CH:36][CH:35]=3)[CH:33]=2)[C:21](=[O:25])[N:20]1[CH3:26], predict the reactants needed to synthesize it. The reactants are: [Cl:1][C:2]1[CH:3]=[C:4]2[C:8](=[CH:9][CH:10]=1)[N:7]([CH2:11][C:12]([O:14]C(C)(C)C)=[O:13])[C:6](=[O:19])[C:5]12[C:23](=[O:24])[NH:22][C:21](=[O:25])[N:20]1[CH3:26].Cl[CH2:28][C:29]1[C:30]([C:40]2[CH:45]=[CH:44][CH:43]=[CH:42][CH:41]=2)=[N:31][N:32]([C:34]2[CH:39]=[CH:38][CH:37]=[CH:36][CH:35]=2)[CH:33]=1. (7) Given the product [CH:1]1([NH:4][CH2:5][CH2:6][CH2:7][C:8]2[CH:9]=[CH:10][C:11]([F:14])=[CH:12][CH:13]=2)[CH2:2][CH2:3]1.[CH2:1]([NH:4][CH2:5][CH2:6][CH2:7][C:8]1[CH:9]=[CH:10][C:11]([F:14])=[CH:12][CH:13]=1)[CH2:2][CH3:3], predict the reactants needed to synthesize it. The reactants are: [CH:1]1([NH:4][C:5](=O)[CH2:6][CH2:7][C:8]2[CH:13]=[CH:12][C:11]([F:14])=[CH:10][CH:9]=2)[CH2:3][CH2:2]1.[Li].O.O.O.O.O.O.O.O.O.O.S([O-])([O-])(=O)=O.[Na+].[Na+].